This data is from Ames mutagenicity test results for genotoxicity prediction. The task is: Regression/Classification. Given a drug SMILES string, predict its toxicity properties. Task type varies by dataset: regression for continuous values (e.g., LD50, hERG inhibition percentage) or binary classification for toxic/non-toxic outcomes (e.g., AMES mutagenicity, cardiotoxicity, hepatotoxicity). Dataset: ames. (1) The molecule is Oc1ccc(/C=N/c2snc3ccccc23)cc1. The result is 1 (mutagenic). (2) The compound is OC1c2cccc3c2C2(OC2C1O)c1cc2ccccc2cc1-3. The result is 1 (mutagenic). (3) The drug is NC(=S)Nc1ccccc1. The result is 0 (non-mutagenic). (4) The compound is Nc1c2ncn(C(c3ccccc3)(c3ccccc3)c3ccccc3)c2nc[n+]1[O-]. The result is 1 (mutagenic). (5) The molecule is O=[N+]([O-])c1ccc(N=Nc2c(O)ccc3ccccc23)c([N+](=O)[O-])c1. The result is 1 (mutagenic). (6) The compound is CN(C#N)N=O. The result is 1 (mutagenic). (7) The molecule is CC(O)CN(CCN(CC(C)O)CC(C)O)CC(C)O. The result is 0 (non-mutagenic).